From a dataset of Full USPTO retrosynthesis dataset with 1.9M reactions from patents (1976-2016). Predict the reactants needed to synthesize the given product. (1) Given the product [CH3:1][O:2][C:3]1[CH:4]=[C:5]2[C:10](=[CH:11][C:12]=1[O:13][CH3:14])[N:9]=[CH:8][N:7]=[C:6]2[O:15][C:16]1[CH:22]=[CH:21][C:19]([NH:20][C:24](=[O:26])[O:42][CH:37]([CH2:36][CH3:35])[CH2:38][CH2:39][CH2:40][CH3:41])=[CH:18][CH:17]=1, predict the reactants needed to synthesize it. The reactants are: [CH3:1][O:2][C:3]1[CH:4]=[C:5]2[C:10](=[CH:11][C:12]=1[O:13][CH3:14])[N:9]=[CH:8][N:7]=[C:6]2[O:15][C:16]1[CH:22]=[CH:21][C:19]([NH2:20])=[CH:18][CH:17]=1.Cl[C:24](Cl)([O:26]C(=O)OC(Cl)(Cl)Cl)Cl.[CH3:35][CH2:36][CH:37]([OH:42])[CH2:38][CH2:39][CH2:40][CH3:41].C(=O)(O)[O-].[Na+]. (2) Given the product [CH3:1][CH2:2][CH2:3][CH2:4][CH2:5][C@H:6]([OH:26])/[CH:7]=[CH:8]/[C@H:9]1[O:14][CH:13]([OH:15])[CH2:12][C@H:11]([OH:16])[C@@H:10]1[CH2:17]/[CH:18]=[CH:19]\[CH2:20][CH2:21][CH2:22][C:23]([OH:25])=[O:24], predict the reactants needed to synthesize it. The reactants are: [CH3:1][CH2:2][CH2:3][CH2:4][CH2:5][C@H:6]([OH:26])/[CH:7]=[CH:8]/[CH:9]1[O:14][CH:13]([OH:15])[CH2:12][C@H:11]([OH:16])[C@@H:10]1[CH2:17][CH2:18][CH2:19][CH2:20][CH2:21][CH2:22][C:23]([OH:25])=[O:24].CC/C=C\C[C@H](O)/C=C/[C@H]1OC(O)C[C@H](O)[C@@H]1C/C=C\CCCC(O)=O. (3) The reactants are: [OH:1][C@H:2]1[CH2:34][N:5]2[C:6](=[O:33])[C@@H:7]([NH:24][C:25]([C:27]3[CH:31]=[C:30]([CH3:32])[O:29][N:28]=3)=[O:26])[CH2:8][CH2:9][CH2:10][CH2:11][CH2:12][CH:13]=[CH:14][C@@H:15]3[CH2:20][C@@:16]3([C:21]([OH:23])=[O:22])[NH:17][C:18](=[O:19])[C@@H:4]2[CH2:3]1.CC(C)([O-])C.[K+].Cl[C:42]1[C:43]([C:53]([F:56])([F:55])[F:54])=[N:44][C:45]2[C:50]([N:51]=1)=[CH:49][C:48]([F:52])=[CH:47][CH:46]=2. Given the product [F:52][C:48]1[CH:49]=[C:50]2[C:45]([N:44]=[C:43]([C:53]([F:56])([F:55])[F:54])[C:42]([O:1][C@H:2]3[CH2:34][N:5]4[C:6](=[O:33])[C@@H:7]([NH:24][C:25]([C:27]5[CH:31]=[C:30]([CH3:32])[O:29][N:28]=5)=[O:26])[CH2:8][CH2:9][CH2:10][CH2:11][CH2:12][CH:13]=[CH:14][C@@H:15]5[CH2:20][C@@:16]5([C:21]([OH:23])=[O:22])[NH:17][C:18](=[O:19])[C@@H:4]4[CH2:3]3)=[N:51]2)=[CH:46][CH:47]=1, predict the reactants needed to synthesize it. (4) The reactants are: Br[C:2]1[C:3]([F:28])=[C:4]([N:8]2[CH:13]=[C:12]([O:14][CH3:15])[C:11](=[O:16])[C:10]([C:17]3[N:21]([C:22]4[CH:27]=[CH:26][CH:25]=[CH:24][CH:23]=4)[N:20]=[CH:19][CH:18]=3)=[N:9]2)[CH:5]=[CH:6][CH:7]=1.[NH:29]1[CH2:33][CH2:32][CH2:31][C:30]1=[O:34].CNCCNC.[O-]P([O-])([O-])=O.[K+].[K+].[K+].C([O-])(O)=O.[Na+]. Given the product [F:28][C:3]1[C:2]([N:29]2[CH2:33][CH2:32][CH2:31][C:30]2=[O:34])=[CH:7][CH:6]=[CH:5][C:4]=1[N:8]1[CH:13]=[C:12]([O:14][CH3:15])[C:11](=[O:16])[C:10]([C:17]2[N:21]([C:22]3[CH:27]=[CH:26][CH:25]=[CH:24][CH:23]=3)[N:20]=[CH:19][CH:18]=2)=[N:9]1, predict the reactants needed to synthesize it. (5) The reactants are: [NH2:1][C:2]1[CH:3]=[C:4]([CH2:8][O:9][CH2:10][CH2:11][O:12][CH2:13][CH2:14][CH2:15][CH2:16][CH2:17][CH2:18][N:19]2[CH2:23][C@@H:22]([C:24]3[CH:35]=[CH:34][C:27]4[O:28][C:29]([CH3:33])([CH3:32])[O:30][CH2:31][C:26]=4[CH:25]=3)[O:21][C:20]2=[O:36])[CH:5]=[CH:6][CH:7]=1.[S:37]1[CH2:41][CH2:40][N:39]2[CH:42]=[C:43]([CH:45]=O)[N:44]=[C:38]12.C(O[BH-](OC(=O)C)OC(=O)C)(=O)C.[Na+].P([O-])([O-])([O-])=O. Given the product [S:37]1[CH2:41][CH2:40][N:39]2[CH:42]=[C:43]([CH2:45][NH:1][C:2]3[CH:3]=[C:4]([CH2:8][O:9][CH2:10][CH2:11][O:12][CH2:13][CH2:14][CH2:15][CH2:16][CH2:17][CH2:18][N:19]4[CH2:23][C@@H:22]([C:24]5[CH:35]=[CH:34][C:27]6[O:28][C:29]([CH3:32])([CH3:33])[O:30][CH2:31][C:26]=6[CH:25]=5)[O:21][C:20]4=[O:36])[CH:5]=[CH:6][CH:7]=3)[N:44]=[C:38]12, predict the reactants needed to synthesize it. (6) Given the product [CH:33]1([C:31]2[N:32]=[C:26]([CH:11]3[CH2:12][CH:13]([C:15]4[CH:20]=[CH:19][C:18]([O:21][C:22]([F:25])([F:24])[F:23])=[CH:17][CH:16]=4)[CH2:14][N:9]([C:7]([N:4]4[CH2:5][CH2:6][CH:2]([OH:1])[CH2:3]4)=[O:8])[CH2:10]3)[O:27][N:30]=2)[CH2:35][CH2:34]1, predict the reactants needed to synthesize it. The reactants are: [OH:1][CH:2]1[CH2:6][CH2:5][N:4]([C:7]([N:9]2[CH2:14][CH:13]([C:15]3[CH:20]=[CH:19][C:18]([O:21][C:22]([F:25])([F:24])[F:23])=[CH:17][CH:16]=3)[CH2:12][CH:11]([C:26](O)=[O:27])[CH2:10]2)=[O:8])[CH2:3]1.O[N:30]=[C:31]([CH:33]1[CH2:35][CH2:34]1)[NH2:32]. (7) Given the product [O:19]1[CH2:20][CH2:21][CH:16]([CH2:15][NH:14][C:10]2[N:9]=[C:8]([C:6]3[CH:5]=[CH:4][N:3]=[C:2]([NH2:23])[CH:7]=3)[CH:13]=[CH:12][CH:11]=2)[CH2:17][CH2:18]1, predict the reactants needed to synthesize it. The reactants are: F[C:2]1[CH:7]=[C:6]([C:8]2[CH:13]=[CH:12][CH:11]=[C:10]([NH:14][CH2:15][CH:16]3[CH2:21][CH2:20][O:19][CH2:18][CH2:17]3)[N:9]=2)[CH:5]=[CH:4][N:3]=1.[OH-].[NH4+:23]. (8) The reactants are: Cl.[S:2]1[C:6]2[CH:7]=[CH:8][CH:9]=[CH:10][C:5]=2[C:4]([N:11]2[CH2:16][CH2:15][N:14]([CH2:17][CH2:18][C:19]3[CH:24]=[CH:23][C:22]([NH2:25])=[C:21]([CH3:26])[CH:20]=3)[CH2:13][CH2:12]2)=[N:3]1.[C:27](Cl)(=[O:30])[CH:28]=[CH2:29]. Given the product [S:2]1[C:6]2[CH:7]=[CH:8][CH:9]=[CH:10][C:5]=2[C:4]([N:11]2[CH2:12][CH2:13][N:14]([CH2:17][CH2:18][C:19]3[CH:24]=[CH:23][C:22]([NH:25][C:27](=[O:30])[CH:28]=[CH2:29])=[C:21]([CH3:26])[CH:20]=3)[CH2:15][CH2:16]2)=[N:3]1, predict the reactants needed to synthesize it.